From a dataset of Reaction yield outcomes from USPTO patents with 853,638 reactions. Predict the reaction yield, written as a fraction of the theoretical maximum amount of product (1.0 means a 100% yield; for example, 0.34 means a 34% yield). (1) The reactants are [C:1]([C:3]1[CH:4]=[C:5]2[C:10](=[CH:11][CH:12]=1)[S:9][C:8]([CH3:14])([CH3:13])[CH2:7][C:6]2=[O:15])#[CH:2].I[C:17]1[CH:27]=[CH:26][C:20]([C:21]([O:23][CH2:24][CH3:25])=[O:22])=[CH:19][CH:18]=1. The catalyst is CCN(CC)CC.Cl[Pd](Cl)([P](C1C=CC=CC=1)(C1C=CC=CC=1)C1C=CC=CC=1)[P](C1C=CC=CC=1)(C1C=CC=CC=1)C1C=CC=CC=1.[Cu]I. The product is [CH3:14][C:8]1([CH3:13])[CH2:7][C:6](=[O:15])[C:5]2[C:10](=[CH:11][CH:12]=[C:3]([C:1]#[C:2][C:17]3[CH:27]=[CH:26][C:20]([C:21]([O:23][CH2:24][CH3:25])=[O:22])=[CH:19][CH:18]=3)[CH:4]=2)[S:9]1. The yield is 0.720. (2) The reactants are [Br:1][C:2]1[N:7]=[CH:6][C:5]2[CH:8]=[C:9]([C:11]3[CH:12]=[N:13][N:14]([CH3:16])[CH:15]=3)[NH:10][C:4]=2[CH:3]=1.C[Si](C)(C)[N-][Si](C)(C)C.[Na+].[CH2:27]1[CH2:31]O[CH2:29][CH2:28]1.BrCC1CC1. The catalyst is CN(C=O)C.C(OCC)(=O)C.C1(C)C=CC=CC=1. The product is [Br:1][C:2]1[N:7]=[CH:6][C:5]2[CH:8]=[C:9]([C:11]3[CH:12]=[N:13][N:14]([CH3:16])[CH:15]=3)[N:10]([CH2:29][CH:28]3[CH2:31][CH2:27]3)[C:4]=2[CH:3]=1. The yield is 0.820. (3) The reactants are [Cl:1][C:2]1[CH:7]=[C:6]([N+:8]([O-])=O)[CH:5]=[CH:4][C:3]=1[S:11][CH3:12]. The catalyst is C(O)(=O)C.O.[Fe]. The product is [Cl:1][C:2]1[CH:7]=[C:6]([CH:5]=[CH:4][C:3]=1[S:11][CH3:12])[NH2:8]. The yield is 0.960. (4) The reactants are [CH2:1]([O:8][CH2:9][CH2:10][CH2:11][CH2:12][CH2:13][C:14](=[O:25])[CH2:15][CH:16]=[CH:17][C:18]1[CH:19]=[N:20][C:21]([CH3:24])=[N:22][CH:23]=1)[C:2]1[CH:7]=[CH:6][CH:5]=[CH:4][CH:3]=1.[BH4-].[Na+].Cl. The catalyst is CO. The product is [CH2:1]([O:8][CH2:9][CH2:10][CH2:11][CH2:12][CH2:13][C@@H:14]([OH:25])[CH2:15][CH:16]=[CH:17][C:18]1[CH:19]=[N:20][C:21]([CH3:24])=[N:22][CH:23]=1)[C:2]1[CH:3]=[CH:4][CH:5]=[CH:6][CH:7]=1. The yield is 0.840. (5) The catalyst is C1COCC1.ClCCl.CCN(CC)CC. The reactants are [Cl:1][C:2]1[CH:10]=[N:9][CH:8]=[C:7]([Cl:11])[C:3]=1[C:4](Cl)=[O:5].[NH:12]1[C:16]2[CH:17]=[CH:18][CH:19]=[CH:20][C:15]=2[N:14]=[C:13]1[CH2:21][N:22]([CH:26]1[C:35]2[N:34]=[CH:33][CH:32]=[CH:31][C:30]=2[CH2:29][CH2:28][CH2:27]1)[CH2:23][CH2:24][NH2:25]. The yield is 0.440. The product is [NH:12]1[C:16]2[CH:17]=[CH:18][CH:19]=[CH:20][C:15]=2[N:14]=[C:13]1[CH2:21][N:22]([CH:26]1[C:35]2[N:34]=[CH:33][CH:32]=[CH:31][C:30]=2[CH2:29][CH2:28][CH2:27]1)[CH2:23][CH2:24][NH:25][C:4](=[O:5])[C:3]1[C:2]([Cl:1])=[CH:10][N:9]=[CH:8][C:7]=1[Cl:11]. (6) The reactants are [C:1]([C:3](=[N:9]O)[C:4]([O:6][CH2:7][CH3:8])=[O:5])#[N:2]. The catalyst is C(O)C.O=[Pt]=O. The product is [NH2:9][CH:3]([C:1]#[N:2])[C:4]([O:6][CH2:7][CH3:8])=[O:5]. The yield is 0.890. (7) The reactants are [CH3:1][NH:2][CH2:3][CH2:4][OH:5].Br[CH2:7][C:8]1[CH:9]=[C:10]([CH:13]=[CH:14][CH:15]=1)[C:11]#[N:12]. The catalyst is C(Cl)Cl. The product is [OH:5][CH2:4][CH2:3][N:2]([CH2:7][C:8]1[CH:9]=[C:10]([CH:13]=[CH:14][CH:15]=1)[C:11]#[N:12])[CH3:1]. The yield is 1.00. (8) The reactants are [CH2:1]([O:3][C:4]1[C:13]2[C:8](=[CH:9][CH:10]=[CH:11][CH:12]=2)[C:7]([O:14][CH2:15][CH3:16])=[C:6]2[C:17]([O:19][C:20](=O)[C:5]=12)=[O:18])[CH3:2].[NH2:22][C:23]1[CH:28]=[CH:27][C:26]([CH2:29][C:30]([O:32][CH2:33][CH3:34])=[O:31])=[CH:25][CH:24]=1.O. The catalyst is C(O)(=O)C. The product is [CH2:33]([O:32][C:30](=[O:31])[CH2:29][C:26]1[CH:25]=[CH:24][C:23]([N:22]2[C:20](=[O:19])[C:5]3[C:4]([O:3][CH2:1][CH3:2])=[C:13]4[CH:12]=[CH:11][CH:10]=[CH:9][C:8]4=[C:7]([O:14][CH2:15][CH3:16])[C:6]=3[C:17]2=[O:18])=[CH:28][CH:27]=1)[CH3:34]. The yield is 0.960. (9) The reactants are [O:1]1[CH:5]=[CH:4][CH:3]=[C:2]1[C:6]1[NH:14][C:13]([NH2:15])=[N:12][C:11]2[C:7]=1[N:8]=[CH:9][N:10]=2.[CH:16]1([CH2:22][CH2:23]O)[CH2:21][CH2:20][CH2:19][CH2:18][CH2:17]1.N(C(OC(C)(C)C)=O)=NC(OC(C)(C)C)=O. The catalyst is CN(C=O)C.C1COCC1. The product is [CH:16]1([CH2:22][CH2:23][N:10]2[CH:9]=[N:8][C:7]3[C:11]2=[N:12][C:13]([NH2:15])=[N:14][C:6]=3[C:2]2[O:1][CH:5]=[CH:4][CH:3]=2)[CH2:21][CH2:20][CH2:19][CH2:18][CH2:17]1. The yield is 0.570. (10) The reactants are C[O:2][C:3]([C:5]1[N:6]([CH3:43])[CH:7]=[C:8]([NH:10][C:11](=[O:42])[C:12]2[CH:17]=[C:16]([Cl:18])[C:15]([O:19][C:20]3[CH:25]=[CH:24][N:23]=[CH:22][C:21]=3[C:26]([N:28]3[C:37]4[C:32](=[CH:33][CH:34]=[CH:35][CH:36]=4)[N:31]([CH:38]4[CH2:40][CH2:39]4)[CH2:30][CH2:29]3)=[O:27])=[CH:14][C:13]=2[Cl:41])[CH:9]=1)=[O:4].O.O.[OH-].[Li+].Cl. The catalyst is O1CCOCC1.C(OCC)(=O)C. The product is [Cl:41][C:13]1[CH:14]=[C:15]([O:19][C:20]2[CH:25]=[CH:24][N:23]=[CH:22][C:21]=2[C:26]([N:28]2[C:37]3[C:32](=[CH:33][CH:34]=[CH:35][CH:36]=3)[N:31]([CH:38]3[CH2:40][CH2:39]3)[CH2:30][CH2:29]2)=[O:27])[C:16]([Cl:18])=[CH:17][C:12]=1[C:11]([NH:10][C:8]1[CH:9]=[C:5]([C:3]([OH:4])=[O:2])[N:6]([CH3:43])[CH:7]=1)=[O:42]. The yield is 0.350.